This data is from Full USPTO retrosynthesis dataset with 1.9M reactions from patents (1976-2016). The task is: Predict the reactants needed to synthesize the given product. (1) Given the product [CH3:29][C:28]1[C:20]([NH:19][CH:18]2[C:13]3[CH:12]=[CH:11][C:10]([F:14])=[C:9]([OH:15])[C:8]=3[C:5]([CH3:6])([CH3:7])[CH2:4][C:3]2([C:2]([F:31])([F:30])[F:1])[OH:17])=[C:21]2[C:25](=[CH:26][CH:27]=1)[NH:24][N:23]=[CH:22]2, predict the reactants needed to synthesize it. The reactants are: [F:1][C:2]([F:31])([F:30])[C:3]([CH:18]=[N:19][C:20]1[C:28]([CH3:29])=[CH:27][CH:26]=[C:25]2[C:21]=1[CH:22]=[N:23][NH:24]2)([OH:17])[CH2:4][C:5]([C:8]1[CH:13]=[CH:12][CH:11]=[C:10]([F:14])[C:9]=1[O:15]C)([CH3:7])[CH3:6].B(Br)(Br)Br.C(=O)(O)[O-].[Na+].C(OCC)(=O)C. (2) Given the product [OH:35][C:24]1[C:23](=[O:22])[N:12]([C:13]2[N:14]=[N:15][C:16]([CH3:19])=[CH:17][CH:18]=2)[CH:7]([C:6]2[CH:9]=[CH:10][CH:11]=[C:4]([CH:1]([CH3:3])[CH3:2])[CH:5]=2)[C:25]=1[C:26](=[O:34])[C:27]1[CH:32]=[CH:31][C:30]([CH3:33])=[CH:29][CH:28]=1, predict the reactants needed to synthesize it. The reactants are: [CH:1]([C:4]1[CH:5]=[C:6]([CH:9]=[CH:10][CH:11]=1)[CH:7]=O)([CH3:3])[CH3:2].[NH2:12][C:13]1[N:14]=[N:15][C:16]([CH3:19])=[CH:17][CH:18]=1.C([O:22][C:23](=O)[C:24]([OH:35])=[CH:25][C:26](=[O:34])[C:27]1[CH:32]=[CH:31][C:30]([CH3:33])=[CH:29][CH:28]=1)C. (3) Given the product [Cl:29][C:27]1[C:28]2[C:20]([C:17]3[CH:16]=[CH:15][C:3]([O:4][Si:5]([CH:6]([CH3:7])[CH3:8])([CH:12]([CH3:13])[CH3:14])[CH:9]([CH3:10])[CH3:11])=[C:2]([Cl:1])[C:18]=3[CH3:19])=[C:21]([C:30]#[N:33])[S:22][C:23]=2[N:24]=[CH:25][N:26]=1, predict the reactants needed to synthesize it. The reactants are: [Cl:1][C:2]1[C:18]([CH3:19])=[C:17]([C:20]2[C:28]3[C:27]([Cl:29])=[N:26][CH:25]=[N:24][C:23]=3[S:22][CH:21]=2)[CH:16]=[CH:15][C:3]=1[O:4][Si:5]([CH:12]([CH3:14])[CH3:13])([CH:9]([CH3:11])[CH3:10])[CH:6]([CH3:8])[CH3:7].[CH:30]([N-:33]C(C)C)(C)C.[Li+].C1(C)C=CC(S(C#N)(=O)=O)=CC=1.[NH4+].[Cl-]. (4) The reactants are: [CH2:1]1[C:9]2[C:4](=[CH:5][CH:6]=[CH:7][CH:8]=2)[CH2:3][O:2]1.[CH2:10]([N:17]1[CH2:22][CH2:21][CH:20]([CH:23]=[O:24])[CH2:19][CH2:18]1)[C:11]1[CH:16]=[CH:15][CH:14]=[CH:13][CH:12]=1.O.C(OCC)(=O)C. Given the product [CH2:10]([N:17]1[CH2:22][CH2:21][CH:20]([CH:23]([CH:1]2[C:9]3[C:4](=[CH:5][CH:6]=[CH:7][CH:8]=3)[CH2:3][O:2]2)[OH:24])[CH2:19][CH2:18]1)[C:11]1[CH:16]=[CH:15][CH:14]=[CH:13][CH:12]=1, predict the reactants needed to synthesize it. (5) Given the product [Cl:1][C:2]1[CH:3]=[C:4]2[C:8](=[CH:9][CH:10]=1)[CH2:7][N:6]([C:11]([O:13][CH2:14][C@:15]1([CH3:26])[O:27][C:18]3=[N:19][C:20]([N+:22]([O-:24])=[O:23])=[CH:21][N:17]3[CH2:16]1)=[O:12])[CH2:5]2, predict the reactants needed to synthesize it. The reactants are: [Cl:1][C:2]1[CH:3]=[C:4]2[C:8](=[CH:9][CH:10]=1)[CH2:7][N:6]([C:11]([O:13][CH2:14][C@@:15]([OH:27])([CH3:26])[CH2:16][N:17]1[CH:21]=[C:20]([N+:22]([O-:24])=[O:23])[N:19]=[C:18]1Cl)=[O:12])[CH2:5]2.[H-].[Na+]. (6) Given the product [F:1][C:2]([F:17])([F:16])[C:3]1[CH:4]=[C:5]([C:19]([C:21]([F:24])([F:23])[F:22])=[CH2:20])[CH:6]=[C:7]([C:9]([F:12])([F:11])[F:10])[CH:8]=1, predict the reactants needed to synthesize it. The reactants are: [F:1][C:2]([F:17])([F:16])[C:3]1[CH:4]=[C:5](B(O)O)[CH:6]=[C:7]([C:9]([F:12])([F:11])[F:10])[CH:8]=1.Br[C:19]([C:21]([F:24])([F:23])[F:22])=[CH2:20].C(=O)([O-])[O-].[K+].[K+]. (7) Given the product [N:51]1[CH:50]=[CH:49][N:46]2[CH:47]=[CH:48][C:43]([CH2:42][NH:41][C:39]([C:37]3[S:38][C:34]([C:22]4[CH:21]=[N:20][N:19]([CH2:15][C:16]5([CH3:17])[CH2:18][CH2:53][O:3][CH2:2][CH2:1]5)[CH:23]=4)=[CH:35][CH:36]=3)=[O:40])=[CH:44][C:45]=12, predict the reactants needed to synthesize it. The reactants are: [CH3:1][C:2]1(C)C(C)(C)OB(C2C=NNC=2)[O:3]1.[CH2:15]([N:19]1[CH:23]=[C:22](B2OC(C)(C)C(C)(C)O2)[CH:21]=[N:20]1)[CH:16]([CH3:18])[CH3:17].Br[C:34]1[S:38][C:37]([C:39]([NH:41][CH2:42][C:43]2[CH:48]=[CH:47][N:46]3[CH:49]=[CH:50][N:51]=[C:45]3[CH:44]=2)=[O:40])=[CH:36][CH:35]=1.Br[C:53]1C=CC(N)=CC=1. (8) Given the product [F:1][C:2]([F:7])([F:6])[C:3]([OH:5])=[O:4].[NH:12]1[CH2:13][CH2:14][C:9](=[O:8])[CH2:10][CH2:11]1, predict the reactants needed to synthesize it. The reactants are: [F:1][C:2]([F:7])([F:6])[C:3]([OH:5])=[O:4].[O:8]=[C:9]1[CH2:14][CH2:13][N:12](C(OC(C)(C)C)=O)[CH2:11][CH2:10]1. (9) Given the product [Br:47][C:44]1[CH:45]=[CH:46][C:41]([C:5]2[CH:4]=[C:3]3[C:8]([C:9]4[CH:10]=[CH:11][C:12]([N:15]([C:23]5[CH:28]=[CH:27][C:26]([CH3:29])=[CH:25][CH:24]=5)[C:16]5[CH:21]=[CH:20][C:19]([CH3:22])=[CH:18][CH:17]=5)=[CH:13][C:14]=4[C:2]3([CH3:1])[CH3:39])=[CH:7][CH:6]=2)=[N:42][CH:43]=1, predict the reactants needed to synthesize it. The reactants are: [CH3:1][C:2]1([CH3:39])[C:14]2[CH:13]=[C:12]([N:15]([C:23]3[CH:28]=[CH:27][C:26]([CH3:29])=[CH:25][CH:24]=3)[C:16]3[CH:21]=[CH:20][C:19]([CH3:22])=[CH:18][CH:17]=3)[CH:11]=[CH:10][C:9]=2[C:8]2[C:3]1=[CH:4][C:5](B1OC(C)(C)C(C)(C)O1)=[CH:6][CH:7]=2.I[C:41]1[CH:46]=[CH:45][C:44]([Br:47])=[CH:43][N:42]=1.C([O-])([O-])=O.[K+].[K+].